This data is from Full USPTO retrosynthesis dataset with 1.9M reactions from patents (1976-2016). The task is: Predict the reactants needed to synthesize the given product. (1) Given the product [CH3:41][O:40][C:38]1[CH:39]=[C:34]([CH2:33][CH2:32][C:22]2[NH:23][N:24]=[C:20]([NH:19][C:13](=[O:15])[C:12]3[CH:11]=[CH:10][C:9]([N:4]4[CH2:5][CH2:6][N:7]([CH3:8])[CH:2]([CH3:1])[CH2:3]4)=[CH:18][CH:17]=3)[CH:21]=2)[CH:35]=[C:36]([O:42][CH3:43])[CH:37]=1, predict the reactants needed to synthesize it. The reactants are: [CH3:1][CH:2]1[N:7]([CH3:8])[CH2:6][CH2:5][N:4]([C:9]2[CH:18]=[CH:17][C:12]([C:13]([O:15]C)=O)=[CH:11][CH:10]=2)[CH2:3]1.[NH2:19][C:20]1[N:24](C(OC(C)(C)C)=O)[N:23]=[C:22]([CH2:32][CH2:33][C:34]2[CH:39]=[C:38]([O:40][CH3:41])[CH:37]=[C:36]([O:42][CH3:43])[CH:35]=2)[CH:21]=1.C[Si]([N-][Si](C)(C)C)(C)C.[Na+]. (2) Given the product [C:1]1([C:14]2[CH:19]=[CH:18][CH:17]=[CH:16][CH:15]=2)[CH:6]=[CH:5][C:4]([CH2:7][C:8]([C:20]2[CH:25]=[CH:24][CH:23]=[CH:22][CH:21]=2)=[O:9])=[CH:3][CH:2]=1, predict the reactants needed to synthesize it. The reactants are: [C:1]1([C:14]2[CH:19]=[CH:18][CH:17]=[CH:16][CH:15]=2)[CH:6]=[CH:5][C:4]([CH2:7][C:8](N(OC)C)=[O:9])=[CH:3][CH:2]=1.[C:20]1([Mg]Br)[CH:25]=[CH:24][CH:23]=[CH:22][CH:21]=1. (3) Given the product [F:13][C:8]([F:14])([C:9]([F:12])([F:11])[F:10])[CH2:7][CH2:6][CH2:5][S:4][CH2:1][CH2:2][CH2:18][CH2:19][CH2:20][CH2:21][Cl:22], predict the reactants needed to synthesize it. The reactants are: [C:1]([S:4][CH2:5][CH2:6][CH2:7][C:8]([F:14])([F:13])[C:9]([F:12])([F:11])[F:10])(=O)[CH3:2].BrCC[CH2:18][CH2:19][CH2:20][CH2:21][Cl:22]. (4) Given the product [ClH:1].[ClH:1].[CH2:3]([C:7]1[N:8]=[N:9][C:10]([O:28][CH:29]2[CH2:34][CH2:33][N:32]([CH3:35])[CH2:31][CH2:30]2)=[CH:11][C:12]=1[C:13]1[CH:18]=[CH:17][C:16]([O:19][CH:20]2[CH2:25][CH2:24][CH2:23][CH2:22][CH2:21]2)=[C:15]([OH:26])[CH:14]=1)[CH2:4][CH2:5][CH3:6], predict the reactants needed to synthesize it. The reactants are: [ClH:1].Cl.[CH2:3]([C:7]1[N:8]=[N:9][C:10]([O:28][CH:29]2[CH2:34][CH2:33][N:32]([CH3:35])[CH2:31][CH2:30]2)=[CH:11][C:12]=1[C:13]1[CH:18]=[CH:17][C:16]([O:19][CH:20]2[CH2:25][CH2:24][CH2:23][CH2:22][CH2:21]2)=[C:15]([O:26]C)[CH:14]=1)[CH2:4][CH2:5][CH3:6].C[S-].[Na+].O.Cl. (5) Given the product [F:19][C:7]1[CH:6]=[CH:5][C:4]([CH:3]=[O:2])=[CH:9][C:8]=1[C:10](=[O:11])[C:12]1[CH:17]=[CH:16][CH:15]=[C:14]([F:18])[CH:13]=1, predict the reactants needed to synthesize it. The reactants are: C[O:2][CH:3](OC)[C:4]1[CH:5]=[CH:6][C:7]([F:19])=[C:8]([C:10]([C:12]2[CH:17]=[CH:16][CH:15]=[C:14]([F:18])[CH:13]=2)=[O:11])[CH:9]=1.Cl.C(=O)([O-])O.[Na+]. (6) Given the product [N+:1]([C:4]1[CH:8]=[C:7]([CH2:9][OH:10])[NH:6][N:5]=1)([O-:3])=[O:2], predict the reactants needed to synthesize it. The reactants are: [N+:1]([C:4]1[CH:8]=[C:7]([C:9](O)=[O:10])[NH:6][N:5]=1)([O-:3])=[O:2]. (7) The reactants are: [NH2:1][C:2]1[CH:19]=[CH:18][C:5]([O:6][C:7]2[CH:12]=[CH:11][N:10]=[C:9]3[NH:13][CH:14]=[C:15]([C:16]#[N:17])[C:8]=23)=[C:4]([F:20])[CH:3]=1.Cl[C:22]1[CH:27]=[C:26]([C:28]([F:31])([F:30])[F:29])[N:25]=[C:24]([NH2:32])[N:23]=1.Cl.C(O)C. Given the product [NH2:32][C:24]1[N:23]=[C:22]([NH:1][C:2]2[CH:19]=[CH:18][C:5]([O:6][C:7]3[CH:12]=[CH:11][N:10]=[C:9]4[NH:13][CH:14]=[C:15]([C:16]#[N:17])[C:8]=34)=[C:4]([F:20])[CH:3]=2)[CH:27]=[C:26]([C:28]([F:31])([F:29])[F:30])[N:25]=1, predict the reactants needed to synthesize it.